Dataset: Forward reaction prediction with 1.9M reactions from USPTO patents (1976-2016). Task: Predict the product of the given reaction. (1) Given the reactants [CH2:1]([C:5]1[N:18]=[C:9]2[S:10][C:11]3[C:16](=O)[NH:15][CH:14]=[N:13][C:12]=3[C:8]2=[C:7]2[CH2:19][CH2:20][O:21][CH2:22][C:6]=12)[CH2:2][CH2:3][CH3:4].P(Cl)(Cl)([Cl:25])=O, predict the reaction product. The product is: [CH2:1]([C:5]1[N:18]=[C:9]2[S:10][C:11]3[C:12](=[N:13][CH:14]=[N:15][C:16]=3[Cl:25])[C:8]2=[C:7]2[CH2:19][CH2:20][O:21][CH2:22][C:6]=12)[CH2:2][CH2:3][CH3:4]. (2) Given the reactants [N+:1]([C:4]1[CH:12]=[CH:11][CH:10]=[C:9]2[C:5]=1[C:6](=[O:26])[N:7]([CH2:14][CH:15]([C:20]1([CH3:25])OCC[O:21]1)[C:16]([O:18][CH3:19])=[O:17])[C:8]2=[O:13])([O-:3])=[O:2].O.C1(C)C=CC(S(O)(=O)=O)=CC=1, predict the reaction product. The product is: [N+:1]([C:4]1[CH:12]=[CH:11][CH:10]=[C:9]2[C:5]=1[C:6](=[O:26])[N:7]([CH2:14][CH:15]([C:20](=[O:21])[CH3:25])[C:16]([O:18][CH3:19])=[O:17])[C:8]2=[O:13])([O-:3])=[O:2]. (3) Given the reactants [CH:1]1([CH2:4][N:5]2[CH:9]=[CH:8][C:7]([CH2:10][N:11]3C(=O)C4C(=CC=CC=4)C3=O)=[N:6]2)[CH2:3][CH2:2]1.O.NN, predict the reaction product. The product is: [CH:1]1([CH2:4][N:5]2[CH:9]=[CH:8][C:7]([CH2:10][NH2:11])=[N:6]2)[CH2:2][CH2:3]1. (4) Given the reactants [OH:1][N:2]=[C:3]([C:5]1[S:9][C:8]([N:10]2[CH2:15][CH2:14][CH:13]([O:16][C:17]3[CH:22]=[CH:21][CH:20]=[CH:19][C:18]=3[C:23]([F:26])([F:25])[F:24])[CH2:12][CH2:11]2)=[N:7][CH:6]=1)[NH2:4].[Na].[CH3:28][CH2:29]OC(C)=O, predict the reaction product. The product is: [CH3:28][C:29]1[O:1][N:2]=[C:3]([C:5]2[S:9][C:8]([N:10]3[CH2:11][CH2:12][CH:13]([O:16][C:17]4[CH:22]=[CH:21][CH:20]=[CH:19][C:18]=4[C:23]([F:26])([F:25])[F:24])[CH2:14][CH2:15]3)=[N:7][CH:6]=2)[N:4]=1. (5) Given the reactants [F:1][CH2:2][CH2:3][O:4][C@H:5]1[CH2:9][NH:8][CH2:7][C@H:6]1[N:10]1[C:18]2[C:13](=[N:14][C:15]([C:20]3[C:21]([O:29][CH3:30])=[N:22][C:23]([CH:26]([CH3:28])[CH3:27])=[CH:24][CH:25]=3)=[C:16]([CH3:19])[CH:17]=2)[C:12]([CH3:31])=[CH:11]1.[CH3:32][S:33](Cl)(=[O:35])=[O:34], predict the reaction product. The product is: [F:1][CH2:2][CH2:3][O:4][C@H:5]1[CH2:9][N:8]([S:33]([CH3:32])(=[O:35])=[O:34])[CH2:7][C@H:6]1[N:10]1[C:18]2[C:13](=[N:14][C:15]([C:20]3[C:21]([O:29][CH3:30])=[N:22][C:23]([CH:26]([CH3:28])[CH3:27])=[CH:24][CH:25]=3)=[C:16]([CH3:19])[CH:17]=2)[C:12]([CH3:31])=[CH:11]1.